Dataset: Forward reaction prediction with 1.9M reactions from USPTO patents (1976-2016). Task: Predict the product of the given reaction. (1) Given the reactants [C:1](Cl)(=[O:5])[CH2:2][CH2:3][CH3:4].[NH2:7][CH:8]([CH:12]([CH3:14])[CH3:13])[C:9]([O-:11])=[O:10].[Na+], predict the reaction product. The product is: [C:1]([O:10][C:9](=[O:11])[CH:8]([NH2:7])[CH:12]([CH3:14])[CH3:13])(=[O:5])[CH2:2][CH2:3][CH3:4]. (2) Given the reactants [Cl:1][C:2]1[CH:7]=[CH:6][C:5]([C:8]2[N:9]=[C:10]([CH2:13][CH2:14][NH2:15])[S:11][CH:12]=2)=[CH:4][CH:3]=1.[F:16][C:17]([F:33])([F:32])[C:18]1[O:22][N:21]=[C:20]([C:23]2[CH:24]=[N:25][CH:26]=[C:27]([CH:31]=2)[C:28](O)=[O:29])[N:19]=1, predict the reaction product. The product is: [Cl:1][C:2]1[CH:3]=[CH:4][C:5]([C:8]2[N:9]=[C:10]([CH2:13][CH2:14][NH:15][C:28](=[O:29])[C:27]3[CH:31]=[C:23]([C:20]4[N:19]=[C:18]([C:17]([F:33])([F:32])[F:16])[O:22][N:21]=4)[CH:24]=[N:25][CH:26]=3)[S:11][CH:12]=2)=[CH:6][CH:7]=1. (3) Given the reactants [O:1]=[C:2]1[NH:7][C:6]([CH2:8][CH2:9][C:10]([O:12]C)=[O:11])=[N:5][C:4]2[N:14]=[C:15]([N:17]3[CH2:22][CH2:21][CH:20]([O:23][C:24]4[CH:29]=[CH:28][CH:27]=[CH:26][C:25]=4[C:30]([F:33])([F:32])[F:31])[CH2:19][CH2:18]3)[S:16][C:3]1=2.[OH-].[Li+].OP([O-])(O)=O.[K+], predict the reaction product. The product is: [O:1]=[C:2]1[NH:7][C:6]([CH2:8][CH2:9][C:10]([OH:12])=[O:11])=[N:5][C:4]2[N:14]=[C:15]([N:17]3[CH2:22][CH2:21][CH:20]([O:23][C:24]4[CH:29]=[CH:28][CH:27]=[CH:26][C:25]=4[C:30]([F:31])([F:33])[F:32])[CH2:19][CH2:18]3)[S:16][C:3]1=2. (4) Given the reactants [NH2:1][C:2]1[CH:30]=[CH:29][C:5]([O:6][C:7]2[CH:8]=[C:9]3[C:13](=[CH:14][C:15]=2[C:16]2[CH:17]=[N:18][N:19]([C:21]([O:23][C:24]([CH3:27])([CH3:26])[CH3:25])=[O:22])[CH:20]=2)[N:12]([CH3:28])[N:11]=[CH:10]3)=[C:4]([F:31])[CH:3]=1.[F:32][C:33]1[CH:38]=[CH:37][C:36]([N:39]2[C:44]([CH3:45])=[CH:43][CH:42]=[C:41]([C:46]([OH:48])=[O:47])[C:40]2=[O:49])=[CH:35][CH:34]=1.CCN=C=NCCCN(C)C.C1C=CC2N(O)N=NC=2C=1, predict the reaction product. The product is: [F:31][C:4]1[CH:3]=[C:2]([NH:1][C:46]([C:41]2[C:40](=[O:49])[N:39]([C:36]3[CH:35]=[CH:34][C:33]([F:32])=[CH:38][CH:37]=3)[C:44]([CH3:45])=[CH:43][CH:42]=2)=[O:47])[CH:30]=[CH:29][C:5]=1[O:6][C:7]1[CH:8]=[C:9]2[C:13](=[CH:14][C:15]=1[C:16]1[CH:17]=[N:18][NH:19][CH:20]=1)[N:12]([CH3:28])[N:11]=[CH:10]2.[F:31][C:4]1[CH:3]=[C:2]([NH:1][C:46]([C:41]2[C:40](=[O:49])[N:39]([C:36]3[CH:35]=[CH:34][C:33]([F:32])=[CH:38][CH:37]=3)[C:44]([CH3:45])=[CH:43][CH:42]=2)=[O:48])[CH:30]=[CH:29][C:5]=1[O:6][C:7]1[CH:8]=[C:9]2[C:13](=[CH:14][C:15]=1[C:16]1[CH:17]=[N:18][N:19]([C:21]([O:23][C:24]([CH3:27])([CH3:25])[CH3:26])=[O:22])[CH:20]=1)[N:12]([CH3:28])[N:11]=[CH:10]2.